From a dataset of Full USPTO retrosynthesis dataset with 1.9M reactions from patents (1976-2016). Predict the reactants needed to synthesize the given product. (1) Given the product [CH3:1][C:2]1[N:6]([CH2:7][C:8]([N:10]2[CH2:15][CH2:14][CH:13]([C:16]3[S:17][CH:18]=[C:19]([C:21]([O:23][CH:28]4[CH2:33][CH2:32][CH2:31][CH2:30][CH2:29]4)=[O:22])[N:20]=3)[CH2:12][CH2:11]2)=[O:9])[N:5]=[C:4]([C:24]([F:27])([F:25])[F:26])[CH:3]=1, predict the reactants needed to synthesize it. The reactants are: [CH3:1][C:2]1[N:6]([CH2:7][C:8]([N:10]2[CH2:15][CH2:14][CH:13]([C:16]3[S:17][CH:18]=[C:19]([C:21]([OH:23])=[O:22])[N:20]=3)[CH2:12][CH2:11]2)=[O:9])[N:5]=[C:4]([C:24]([F:27])([F:26])[F:25])[CH:3]=1.[CH:28]1(O)[CH2:33][CH2:32][CH2:31][CH2:30][CH2:29]1. (2) Given the product [F:15][C:12]1[CH:13]=[CH:14][C:9]([O:8][C:5]2[N:6]=[CH:7][C:2]([CH:17]=[O:16])=[CH:3][CH:4]=2)=[CH:10][CH:11]=1, predict the reactants needed to synthesize it. The reactants are: Br[C:2]1[CH:3]=[CH:4][C:5]([O:8][C:9]2[CH:14]=[CH:13][C:12]([F:15])=[CH:11][CH:10]=2)=[N:6][CH:7]=1.[O:16]1CCC[CH2:17]1.C([Li])CCC.CN(C)C=O. (3) Given the product [CH3:1][O:2][C:3]([C:5]1[C:6]([OH:30])=[C:7]2[C:12](=[C:13]([C:37]3[CH:36]=[N:35][C:34]([O:33][CH2:31][CH3:32])=[N:39][CH:38]=3)[N:14]=1)[N:11]([CH2:16][CH:17]1[CH2:22][CH2:21][CH2:20][CH2:19][CH2:18]1)[C:10](=[O:23])[C:9]([C:24]1[CH:29]=[CH:28][CH:27]=[CH:26][CH:25]=1)=[CH:8]2)=[O:4], predict the reactants needed to synthesize it. The reactants are: [CH3:1][O:2][C:3]([C:5]1[C:6]([OH:30])=[C:7]2[C:12](=[C:13](Br)[N:14]=1)[N:11]([CH2:16][CH:17]1[CH2:22][CH2:21][CH2:20][CH2:19][CH2:18]1)[C:10](=[O:23])[C:9]([C:24]1[CH:29]=[CH:28][CH:27]=[CH:26][CH:25]=1)=[CH:8]2)=[O:4].[CH2:31]([O:33][C:34]1[N:39]=[CH:38][C:37]([Sn](CCCC)(CCCC)CCCC)=[CH:36][N:35]=1)[CH3:32].CCOC(C)=O.Cl. (4) Given the product [N:13]([CH:4]1[CH2:5][CH2:6][CH2:7][N:2]([CH3:1])[CH2:3]1)=[N+:14]=[N-:15], predict the reactants needed to synthesize it. The reactants are: [CH3:1][N:2]1[CH2:7][CH2:6][CH2:5][CH:4](OS(C)(=O)=O)[CH2:3]1.[N-:13]=[N+:14]=[N-:15].[Na+].O. (5) Given the product [C@@H:55]1([O:54][C@@H:53]2[C@@H:86]([CH2:88][OH:89])[O:87][C@H:34]([O:33][C@H:10]3[C@H:9]([OH:8])[CH2:13][NH:12][C@@H:11]3[CH2:24][OH:25])[C@H:35]([OH:36])[C@H:44]2[OH:45])[O:84][C@H:83]([CH3:85])[C@@H:74]([OH:75])[C@H:65]([OH:66])[C@H:56]1[OH:57], predict the reactants needed to synthesize it. The reactants are: C([O:8][C@@H:9]1[CH2:13][N:12](C(OCC2C=CC=CC=2)=O)[C@H:11]([CH2:24][O:25]CC2C=CC=CC=2)[C@H:10]1[O:33][C@H:34]1[O:87][C@H:86]([CH2:88][O:89]CC2C=CC=CC=2)[C@@H:53]([O:54][C@@H:55]2[O:84][C@H:83]([CH3:85])[C@@H:74]([O:75]CC3C=CC=CC=3)[C@H:65]([O:66]CC3C=CC=CC=3)[C@H:56]2[O:57]CC2C=CC=CC=2)[C@H:44]([O:45]CC2C=CC=CC=2)[C@H:35]1[O:36]CC1C=CC=CC=1)C1C=CC=CC=1.